From a dataset of Forward reaction prediction with 1.9M reactions from USPTO patents (1976-2016). Predict the product of the given reaction. (1) The product is: [CH3:16][C:14]([CH3:15])([CH2:17][CH3:18])[CH:19]([CH2:25][CH2:26][CH3:27])[CH2:20][CH2:21][C:22](=[O:24])[CH3:23]. Given the reactants C(C(CCC)CCC(=O)C)(C)(C)C.[C:14](/[C:19](=[CH:25]/[CH2:26][CH3:27])/[CH:20]=[CH:21]/[C:22](=[O:24])[CH3:23])([CH2:17][CH3:18])([CH3:16])[CH3:15], predict the reaction product. (2) Given the reactants [H-].[Na+].[SH:3][C:4]1[CH:13]=[CH:12][C:11]2[C:10]3[C:14]4[NH:21][CH2:20][C@@H:19]([CH3:22])[NH:18][C:17](=[O:23])[C:15]=4[S:16][C:9]=3[CH:8]=[CH:7][C:6]=2[N:5]=1.[F:24][C:25]1[CH:30]=[C:29](F)[N:28]=[CH:27][N:26]=1, predict the reaction product. The product is: [F:24][C:25]1[N:26]=[CH:27][N:28]=[C:29]([S:3][C:4]2[CH:13]=[CH:12][C:11]3[C:10]4[C:14]5[NH:21][CH2:20][C@@H:19]([CH3:22])[NH:18][C:17](=[O:23])[C:15]=5[S:16][C:9]=4[CH:8]=[CH:7][C:6]=3[N:5]=2)[CH:30]=1. (3) Given the reactants [CH3:1][C:2]1[CH:6]=[CH:5][O:4][C:3]=1[C:7]([OH:9])=O.CN(C(ON1N=NC2C=CC=CC1=2)=[N+](C)C)C.F[P-](F)(F)(F)(F)F.C(N(CC)C(C)C)(C)C.[NH:43]1[CH:47]=[CH:46][CH:45]=[C:44]1[C:48]1[CH:53]=[C:52]([O:54][C:55]2[CH:56]=[C:57]([CH:59]=[CH:60][CH:61]=2)[NH2:58])[CH:51]=[CH:50][N:49]=1, predict the reaction product. The product is: [CH3:1][C:2]1[CH:6]=[CH:5][O:4][C:3]=1[C:7]([NH:58][C:57]1[CH:59]=[CH:60][CH:61]=[C:55]([O:54][C:52]2[CH:51]=[CH:50][N:49]=[C:48]([C:44]3[NH:43][CH:47]=[CH:46][CH:45]=3)[CH:53]=2)[CH:56]=1)=[O:9]. (4) Given the reactants Cl[CH2:2][C:3]1[N:7]2[N:8]=[C:9]([NH:12][C:13]3[CH:18]=[CH:17][CH:16]=[C:15]([Cl:19])[CH:14]=3)[CH:10]=[CH:11][C:6]2=[N:5][N:4]=1.[CH3:20][NH2:21], predict the reaction product. The product is: [Cl:19][C:15]1[CH:14]=[C:13]([NH:12][C:9]2[CH:10]=[CH:11][C:6]3[N:7]([C:3]([CH2:2][NH:21][CH3:20])=[N:4][N:5]=3)[N:8]=2)[CH:18]=[CH:17][CH:16]=1. (5) Given the reactants Br[C:2]1[CH:7]=[CH:6][C:5]([N+:8]([O-:10])=[O:9])=[CH:4][N:3]=1.[CH2:11]([O:13][C:14](=[O:21])[CH2:15][C:16]([O:18][CH2:19][CH3:20])=[O:17])[CH3:12].N1C=CC=CC=1C(O)=O.O, predict the reaction product. The product is: [N+:8]([C:5]1[CH:6]=[CH:7][C:2]([CH:15]([C:14]([O:13][CH2:11][CH3:12])=[O:21])[C:16]([O:18][CH2:19][CH3:20])=[O:17])=[N:3][CH:4]=1)([O-:10])=[O:9]. (6) Given the reactants [C:1]1([C:23]2[CH:28]=[CH:27][CH:26]=[CH:25][CH:24]=2)[CH:6]=[CH:5][C:4]([NH:7][C:8](=[O:22])[C:9]2[CH:14]=[CH:13][C:12]([O:15][CH:16]3[CH2:18][CH2:17]3)=[C:11]([N+:19]([O-])=O)[CH:10]=2)=[CH:3][CH:2]=1, predict the reaction product. The product is: [NH2:19][C:11]1[CH:10]=[C:9]([CH:14]=[CH:13][C:12]=1[O:15][CH:16]1[CH2:17][CH2:18]1)[C:8]([NH:7][C:4]1[CH:3]=[CH:2][C:1]([C:23]2[CH:28]=[CH:27][CH:26]=[CH:25][CH:24]=2)=[CH:6][CH:5]=1)=[O:22]. (7) Given the reactants C[O:2][C:3]([C:5]1[C:10]([CH3:11])=[CH:9][C:8]([C:12]2[CH:17]=[CH:16][CH:15]=[C:14]([NH2:18])[CH:13]=2)=[CH:7][C:6]=1[CH3:19])=[O:4].[Cl:20][C:21]1[C:26]([CH3:27])=[CH:25][C:24]([S:28](Cl)(=[O:30])=[O:29])=[C:23]([CH3:32])[CH:22]=1.CCOC(C)=O, predict the reaction product. The product is: [Cl:20][C:21]1[C:26]([CH3:27])=[CH:25][C:24]([S:28]([NH:18][C:14]2[CH:13]=[C:12]([C:8]3[CH:9]=[C:10]([CH3:11])[C:5]([C:3]([OH:2])=[O:4])=[C:6]([CH3:19])[CH:7]=3)[CH:17]=[CH:16][CH:15]=2)(=[O:30])=[O:29])=[C:23]([CH3:32])[CH:22]=1. (8) The product is: [CH3:1][C@@:2]1([CH2:13][O:14][C:15]2[CH:20]=[CH:19][C:18]([N:21]3[CH2:26][CH2:25][N:24]([CH2:27][C:53]4[CH:56]=[CH:57][C:50]([C:49]([F:59])([F:58])[F:48])=[CH:51][CH:52]=4)[CH2:23][CH2:22]3)=[CH:17][CH:16]=2)[O:6][C:5]2=[N:7][C:8]([N+:10]([O-:12])=[O:11])=[CH:9][N:4]2[CH2:3]1. Given the reactants [CH3:1][C@@:2]1([CH2:13][O:14][C:15]2[CH:20]=[CH:19][C:18]([N:21]3[CH2:26][CH2:25][N:24]([C:27](OC(C)(C)C)=O)[CH2:23][CH2:22]3)=[CH:17][CH:16]=2)[O:6][C:5]2=[N:7][C:8]([N+:10]([O-:12])=[O:11])=[CH:9][N:4]2[CH2:3]1.FC(F)(F)C(O)=O.C(N(CC)CC)C.[F:48][C:49]([F:59])([F:58])[C:50]1[CH:57]=[CH:56][C:53](C=O)=[CH:52][CH:51]=1.[B-]C#N.[Na+].C(O)(=O)C.C(=O)([O-])O.[Na+], predict the reaction product. (9) Given the reactants C([OH:3])C.[OH-].[Na+].OO.[CH3:8][C:9]1[C:17]2[C:12](=[CH:13][CH:14]=[CH:15][C:16]=2[C:18]2[CH:19]=[N:20][C:21]3[C:26]([CH:27]=2)=[CH:25][CH:24]=[CH:23][CH:22]=3)[N:11]([C:28]2[CH:35]=[CH:34][C:31]([C:32]#[N:33])=[C:30]([NH:36][CH:37]3[CH2:42][CH2:41][O:40][CH2:39][CH2:38]3)[CH:29]=2)[N:10]=1, predict the reaction product. The product is: [CH3:8][C:9]1[C:17]2[C:12](=[CH:13][CH:14]=[CH:15][C:16]=2[C:18]2[CH:19]=[N:20][C:21]3[C:26]([CH:27]=2)=[CH:25][CH:24]=[CH:23][CH:22]=3)[N:11]([C:28]2[CH:35]=[CH:34][C:31]([C:32]([NH2:33])=[O:3])=[C:30]([NH:36][CH:37]3[CH2:42][CH2:41][O:40][CH2:39][CH2:38]3)[CH:29]=2)[N:10]=1. (10) Given the reactants [N:1]1[C:8]([NH2:9])=[N:7][C:5]([NH2:6])=[N:4][C:2]=1[NH2:3].CN(C)C1N=C(N)N=C(N(C)C)N=1.[CH2:23]=[O:24], predict the reaction product. The product is: [CH2:23]=[O:24].[N:1]1[C:8]([NH2:9])=[N:7][C:5]([NH2:6])=[N:4][C:2]=1[NH2:3].